Dataset: Forward reaction prediction with 1.9M reactions from USPTO patents (1976-2016). Task: Predict the product of the given reaction. (1) Given the reactants [CH3:1][C:2]1([CH3:10])[C:7](=[O:8])[CH2:6][C:5](=O)[CH2:4][O:3]1.[Br:11][C:12]1[CH:13]=[C:14]([CH:17]=[CH:18][C:19]=1[F:20])[CH:15]=O.[NH2:21]/[C:22](/[CH3:28])=[CH:23]\[C:24]([O:26]C)=[O:25], predict the reaction product. The product is: [Br:11][C:12]1[CH:13]=[C:14]([CH:15]2[C:6]3[C:7](=[O:8])[C:2]([CH3:10])([CH3:1])[O:3][CH2:4][C:5]=3[NH:21][C:22]3[CH2:28][O:26][C:24](=[O:25])[C:23]2=3)[CH:17]=[CH:18][C:19]=1[F:20]. (2) Given the reactants BrCCBr.C[Si](Cl)(C)C.[C:10]([O:13][CH2:14]Br)(=[O:12])[CH3:11].[Br-].C(OC[Zn+])(=O)C.Cl[C:24]1[N:29]=[C:28]([O:30][C:31]2[C:32]([F:41])=[C:33]3[C:37](=[CH:38][CH:39]=2)[NH:36][C:35]([CH3:40])=[CH:34]3)[CH:27]=[CH:26][N:25]=1.COC1C=CC=C(OC)C=1C1C=CC=CC=1P(C1CCCCC1)C1CCCCC1.[NH4+].[Cl-], predict the reaction product. The product is: [C:10]([O:13][CH2:14][C:24]1[N:29]=[C:28]([O:30][C:31]2[C:32]([F:41])=[C:33]3[C:37](=[CH:38][CH:39]=2)[NH:36][C:35]([CH3:40])=[CH:34]3)[CH:27]=[CH:26][N:25]=1)(=[O:12])[CH3:11]. (3) Given the reactants [CH3:1][C:2]1([CH3:67])[C@@H:5]([C:6]([O:8][C@H:9]2[CH2:26][CH2:25][C@@:24]3([CH3:27])[C@@H:11]([CH2:12][CH2:13][C@:14]4([CH3:54])[C@@H:23]3[CH2:22][CH2:21][C@H:20]3[C@@:15]4([CH3:53])[CH2:16][CH2:17][C@@:18]4([C:34]([N:36]5[CH2:40][CH2:39][CH2:38][C@H:37]5[C:41]5[NH:42][C:43]([C:46]6[CH:51]=[CH:50][C:49]([F:52])=[CH:48][CH:47]=6)=[CH:44][N:45]=5)=[O:35])[CH2:30][CH2:29][C@@H:28]([CH:31]([CH3:33])[CH3:32])[C@@H:19]43)[C:10]2([CH3:56])[CH3:55])=[O:7])[CH2:4][C@H:3]1[C:57]([O:59]CC1C=CC=CC=1)=[O:58], predict the reaction product. The product is: [F:52][C:49]1[CH:48]=[CH:47][C:46]([C:43]2[NH:42][C:41]([C@@H:37]3[CH2:38][CH2:39][CH2:40][N:36]3[C:34]([C@:18]34[CH2:30][CH2:29][C@@H:28]([CH:31]([CH3:33])[CH3:32])[C@@H:19]3[C@@H:20]3[C@@:15]([CH3:53])([CH2:16][CH2:17]4)[C@@:14]4([CH3:54])[C@@H:23]([C@:24]5([CH3:27])[C@@H:11]([CH2:12][CH2:13]4)[C:10]([CH3:56])([CH3:55])[C@@H:9]([O:8][C:6]([C@H:5]4[CH2:4][C@@H:3]([C:57]([OH:59])=[O:58])[C:2]4([CH3:67])[CH3:1])=[O:7])[CH2:26][CH2:25]5)[CH2:22][CH2:21]3)=[O:35])=[N:45][CH:44]=2)=[CH:51][CH:50]=1. (4) Given the reactants [CH3:1][N:2]1[C:6]([C:7]([C:9]2[S:10][CH:11]=[CH:12][CH:13]=2)=O)=[CH:5][N:4]=[CH:3]1.Cl.[NH2:15][OH:16], predict the reaction product. The product is: [OH:16][N:15]=[C:7]([C:6]1[N:2]([CH3:1])[CH:3]=[N:4][CH:5]=1)[C:9]1[S:10][CH:11]=[CH:12][CH:13]=1.